From a dataset of Catalyst prediction with 721,799 reactions and 888 catalyst types from USPTO. Predict which catalyst facilitates the given reaction. (1) Reactant: [H-].[Na+].[CH2:3]1[C:12]2[C:7](=[CH:8][CH:9]=[CH:10][CH:11]=2)[CH2:6][CH2:5][NH:4]1.Cl[C:14]1[CH:19]=[CH:18][N:17]=[CH:16][C:15]=1[N+:20]([O-:22])=[O:21]. Product: [N+:20]([C:15]1[CH:16]=[N:17][CH:18]=[CH:19][C:14]=1[N:4]1[CH2:5][CH2:6][C:7]2[C:12](=[CH:11][CH:10]=[CH:9][CH:8]=2)[CH2:3]1)([O-:22])=[O:21]. The catalyst class is: 255. (2) Reactant: [CH2:1]1[CH2:6][C@H:5]([C:7]([OH:9])=[O:8])[CH2:4][CH2:3][C@H:2]1[CH2:10][NH2:11].[C:12]([O:20][CH:21]([O:25][C:26](ON1C(=O)CCC1=O)=[O:27])[CH2:22][CH2:23][CH3:24])(=[O:19])[C:13]1[CH:18]=[CH:17][CH:16]=[CH:15][CH:14]=1. Product: [C:12]([O:20][CH:21]([O:25][C:26]([NH:11][CH2:10][C@H:2]1[CH2:3][CH2:4][C@H:5]([C:7]([OH:9])=[O:8])[CH2:6][CH2:1]1)=[O:27])[CH2:22][CH2:23][CH3:24])(=[O:19])[C:13]1[CH:18]=[CH:17][CH:16]=[CH:15][CH:14]=1. The catalyst class is: 761.